From a dataset of Full USPTO retrosynthesis dataset with 1.9M reactions from patents (1976-2016). Predict the reactants needed to synthesize the given product. (1) Given the product [CH3:60][N:61]([CH3:65])[CH2:62][CH2:63][NH:64][C:2]1[CH:11]=[CH:10][C:5]([C:6]([O:8][CH3:9])=[O:7])=[CH:4][CH:3]=1, predict the reactants needed to synthesize it. The reactants are: I[C:2]1[CH:11]=[CH:10][C:5]([C:6]([O:8][CH3:9])=[O:7])=[CH:4][CH:3]=1.CC1(C)C2C(=C(P(C3C=CC=CC=3)C3C=CC=CC=3)C=CC=2)OC2C(P(C3C=CC=CC=3)C3C=CC=CC=3)=CC=CC1=2.C([O-])([O-])=O.[Cs+].[Cs+].[CH3:60][N:61]([CH3:65])[CH2:62][CH2:63][NH2:64]. (2) Given the product [Cl:10][C:9]1[CH:8]=[CH:7][C:4]([CH:5]=[O:6])=[CH:3][C:2]=1[NH:1][C:26]([C:23]1[CH:22]=[C:21]([CH3:20])[O:25][N:24]=1)=[O:27], predict the reactants needed to synthesize it. The reactants are: [NH2:1][C:2]1[CH:3]=[C:4]([CH:7]=[CH:8][C:9]=1[Cl:10])[CH:5]=[O:6].C(N(C(C)C)C(C)C)C.[CH3:20][C:21]1[O:25][N:24]=[C:23]([C:26](Cl)=[O:27])[CH:22]=1. (3) The reactants are: CC(C(OC)=O)=C.S1[C:12]2[CH:13]=[CH:14][CH:15]=C[C:11]=2[C:10](=O)N1.C([C:20]1[CH:25]=[CH:24][C:23]([S:26]([O-:29])(=[O:28])=[O:27])=[CH:22][CH:21]=1)=C.[Na+:30].FC(F)(S([O-])(=O)=O)C(F)(F)C(F)(F)C(F)(F)C(F)(F)C(F)(F)C(F)(F)C(F)(F)F.[K+].[OH-].[Na+]. Given the product [CH2:23]([S:26]([O:29][Na:30])(=[O:27])=[O:28])[CH2:24][CH2:25][CH2:20][CH2:21][CH2:22][CH2:10][CH2:11][CH2:12][CH2:13][CH2:14][CH3:15], predict the reactants needed to synthesize it. (4) Given the product [Cl:1][C:2]1[N:11]=[CH:10][C:9]2[C:4](=[CH:5][CH:6]=[C:7]([OH:12])[C:8]=2[Br:13])[N:3]=1, predict the reactants needed to synthesize it. The reactants are: [Cl:1][C:2]1[N:11]=[CH:10][C:9]2[C:4](=[CH:5][CH:6]=[C:7]([OH:12])[CH:8]=2)[N:3]=1.[Br:13]N1C(=O)CCC1=O. (5) Given the product [NH2:2][CH2:1][C:3]1[CH:8]=[CH:7][C:6]([NH:9][C:10](=[O:20])[C:11]2[CH:16]=[CH:15][C:14]([CH3:17])=[C:13]([C:18]#[CH:19])[CH:12]=2)=[CH:5][C:4]=1[C:21]([F:22])([F:23])[F:24], predict the reactants needed to synthesize it. The reactants are: [C:1]([C:3]1[CH:8]=[CH:7][C:6]([NH:9][C:10](=[O:20])[C:11]2[CH:16]=[CH:15][C:14]([CH3:17])=[C:13]([C:18]#[CH:19])[CH:12]=2)=[CH:5][C:4]=1[C:21]([F:24])([F:23])[F:22])#[N:2]. (6) Given the product [O:2]=[C:3]1[CH2:8][CH2:7][N:6]([C:9]2[CH:14]=[CH:13][C:12]([N:15]3[CH2:19][C@H:18]([CH2:20][CH2:21][C:22]([NH2:24])=[O:23])[O:17][C:16]3=[O:25])=[CH:11][CH:10]=2)[CH2:5][C:4]1([F:27])[F:26], predict the reactants needed to synthesize it. The reactants are: C[O:2][C:3]1(OC)[CH2:8][CH2:7][N:6]([C:9]2[CH:14]=[CH:13][C:12]([N:15]3[CH2:19][C@H:18]([CH2:20][CH2:21][C:22]([NH2:24])=[O:23])[O:17][C:16]3=[O:25])=[CH:11][CH:10]=2)[CH2:5][C:4]1([F:27])[F:26].CSC.C(Cl)(=O)C. (7) The reactants are: C(=O)([O-])[O-].[K+].[K+].COCCOC.Cl[C:14]1[CH:19]=[CH:18][C:17](C(F)(F)F)=[CH:16][N:15]=1.F[C:25]1[CH:30]=[CH:29][C:28](B(O)O)=[CH:27][CH:26]=1. Given the product [C:25]1([C:14]2[CH:19]=[CH:18][CH:17]=[CH:16][N:15]=2)[CH:30]=[CH:29][CH:28]=[CH:27][CH:26]=1, predict the reactants needed to synthesize it. (8) Given the product [CH3:13][CH:12]1[C:11](=[O:14])[N:10]([CH2:15][O:16][CH2:17][CH2:18][Si:19]([CH3:22])([CH3:21])[CH3:20])[N:9]=[C:8]2[CH2:23][O:24][C:5]3[CH:4]=[C:3]([C:26]([F:29])([F:28])[F:27])[C:2]([C:40]4[CH2:41][CH2:42][N:37]([C:35]([O:34][C:30]([CH3:33])([CH3:32])[CH3:31])=[O:36])[CH2:38][CH:39]=4)=[CH:25][C:6]=3[N:7]12, predict the reactants needed to synthesize it. The reactants are: Br[C:2]1[C:3]([C:26]([F:29])([F:28])[F:27])=[CH:4][C:5]2[O:24][CH2:23][C:8]3=[N:9][N:10]([CH2:15][O:16][CH2:17][CH2:18][Si:19]([CH3:22])([CH3:21])[CH3:20])[C:11](=[O:14])[CH:12]([CH3:13])[N:7]3[C:6]=2[CH:25]=1.[C:30]([O:34][C:35]([N:37]1[CH2:42][CH:41]=[C:40](B2OC(C)(C)C(C)(C)O2)[CH2:39][CH2:38]1)=[O:36])([CH3:33])([CH3:32])[CH3:31].C([O-])([O-])=O.[K+].[K+]. (9) Given the product [CH3:1][N:2]1[CH2:7][CH2:6][CH:5]([N:8]2[CH2:9][CH2:10][CH:11]([NH:14][CH2:15][C:16]3[CH:21]=[CH:20][C:19]([CH:22]([C:24]4[CH:29]=[CH:28][N:27]=[CH:26][CH:25]=4)[OH:23])=[CH:18][CH:17]=3)[CH2:12][CH2:13]2)[CH2:4][CH2:3]1, predict the reactants needed to synthesize it. The reactants are: [CH3:1][N:2]1[CH2:7][CH2:6][CH:5]([N:8]2[CH2:13][CH2:12][CH:11]([NH:14][CH2:15][C:16]3[CH:21]=[CH:20][C:19]([C:22]([C:24]4[CH:29]=[CH:28][N:27]=[CH:26][CH:25]=4)=[O:23])=[CH:18][CH:17]=3)[CH2:10][CH2:9]2)[CH2:4][CH2:3]1.[BH4-].[Na+]. (10) Given the product [Cl:39][C:2]([Cl:1])([Cl:38])[CH2:3][O:4][C:5](=[O:37])[N:6]([CH:16]1[CH2:20][CH:19]([C:21]([N:23]2[CH2:28][CH2:27][N:26]([C:29]3[CH:34]=[CH:33][CH:32]=[CH:31][C:30]=3[C:35]#[N:36])[CH2:25][CH2:24]2)=[O:22])[N:18]([CH2:43][C:42]2[CH:45]=[CH:46][CH:47]=[C:48]([F:49])[C:41]=2[F:40])[CH2:17]1)[CH2:7][C:8]1[CH:13]=[CH:12][C:11]([F:14])=[CH:10][C:9]=1[F:15], predict the reactants needed to synthesize it. The reactants are: [Cl:1][C:2]([Cl:39])([Cl:38])[CH2:3][O:4][C:5](=[O:37])[N:6]([CH:16]1[CH2:20][CH:19]([C:21]([N:23]2[CH2:28][CH2:27][N:26]([C:29]3[CH:34]=[CH:33][CH:32]=[CH:31][C:30]=3[C:35]#[N:36])[CH2:25][CH2:24]2)=[O:22])[NH:18][CH2:17]1)[CH2:7][C:8]1[CH:13]=[CH:12][C:11]([F:14])=[CH:10][C:9]=1[F:15].[F:40][C:41]1[C:48]([F:49])=[CH:47][CH:46]=[CH:45][C:42]=1[CH:43]=O.C(O)(=O)C.[BH-](OC(C)=O)(OC(C)=O)OC(C)=O.[Na+].